From a dataset of Catalyst prediction with 721,799 reactions and 888 catalyst types from USPTO. Predict which catalyst facilitates the given reaction. (1) Reactant: Cl.[N:2]1([CH2:8][CH2:9][CH2:10][C:11]([OH:13])=[O:12])[CH2:7][CH2:6][CH2:5][CH2:4][CH2:3]1.C1N=CN(C(N2C=NC=C2)=O)C=1.[F:26][C:27]1[C:31]([C:32]2[CH:33]=[N:34][C:35]([CH3:38])=[CH:36][CH:37]=2)=[N:30][NH:29][C:28]=1[NH2:39]. Product: [CH:11]([OH:13])=[O:12].[F:26][C:27]1[C:28]([NH:39][C:11](=[O:13])[CH2:10][CH2:9][CH2:8][N:2]2[CH2:3][CH2:4][CH2:5][CH2:6][CH2:7]2)=[N:29][NH:30][C:31]=1[C:32]1[CH:33]=[N:34][C:35]([CH3:38])=[CH:36][CH:37]=1. The catalyst class is: 26. (2) The catalyst class is: 9. Reactant: [H-].[Na+].[NH:3]1[C:11]2[C:6](=[CH:7][C:8]([C:12]([O:14][CH2:15][C:16]3[CH:21]=[CH:20][CH:19]=[CH:18][CH:17]=3)=[O:13])=[CH:9][CH:10]=2)[CH:5]=[CH:4]1.Br[CH2:23][C:24]([O:26][C:27]([CH3:30])([CH3:29])[CH3:28])=[O:25].O. Product: [C:27]([O:26][C:24]([CH2:23][N:3]1[C:11]2[C:6](=[CH:7][C:8]([C:12]([O:14][CH2:15][C:16]3[CH:17]=[CH:18][CH:19]=[CH:20][CH:21]=3)=[O:13])=[CH:9][CH:10]=2)[CH:5]=[CH:4]1)=[O:25])([CH3:30])([CH3:29])[CH3:28].